From a dataset of Full USPTO retrosynthesis dataset with 1.9M reactions from patents (1976-2016). Predict the reactants needed to synthesize the given product. (1) Given the product [Br:22][C:8]1[CH:9]=[C:10]([CH:13]=[CH:14][C:7]=1[CH3:6])[C:11]#[N:12], predict the reactants needed to synthesize it. The reactants are: S(=O)(=O)(O)O.[CH3:6][C:7]1[CH:14]=[CH:13][C:10]([C:11]#[N:12])=[CH:9][CH:8]=1.C1C(=O)N([Br:22])C(=O)C1. (2) Given the product [CH3:15][O:14][CH:11]1[CH2:12][CH2:13][N:8]([C:7]2[C:2]([O:32][C:29]3[CH:28]=[CH:27][C:26]([NH:25][C:17]4[S:16][C:20]5[CH:21]=[CH:22][CH:23]=[CH:24][C:19]=5[N:18]=4)=[CH:31][CH:30]=3)=[N:3][CH:4]=[CH:5][CH:6]=2)[CH2:9][CH2:10]1, predict the reactants needed to synthesize it. The reactants are: Cl[C:2]1[C:7]([N:8]2[CH2:13][CH2:12][CH:11]([O:14][CH3:15])[CH2:10][CH2:9]2)=[CH:6][CH:5]=[CH:4][N:3]=1.[S:16]1[C:20]2[CH:21]=[CH:22][CH:23]=[CH:24][C:19]=2[N:18]=[C:17]1[NH:25][C:26]1[CH:31]=[CH:30][C:29]([OH:32])=[CH:28][CH:27]=1.C1(P(C2C=CC=CC=2)C2C=CC3C(=CC=CC=3)C=2C2C3C(=CC=CC=3)C=CC=2P(C2C=CC=CC=2)C2C=CC=CC=2)C=CC=CC=1.CC([O-])(C)C.[Na+]. (3) Given the product [C:1]([O:5][C:6]([N:8]1[CH2:13][CH2:12][CH:11]([N:14]([CH2:23][C:24]2[CH:29]=[CH:28][CH:27]=[CH:26][CH:25]=2)[C:15]2[CH:20]=[CH:19][C:18]([O:21][CH3:22])=[CH:17][CH:16]=2)[CH2:10][CH2:9]1)=[O:7])([CH3:4])([CH3:3])[CH3:2], predict the reactants needed to synthesize it. The reactants are: [C:1]([O:5][C:6]([N:8]1[CH2:13][CH2:12][CH:11]([NH:14][C:15]2[CH:20]=[CH:19][C:18]([O:21][CH3:22])=[CH:17][CH:16]=2)[CH2:10][CH2:9]1)=[O:7])([CH3:4])([CH3:3])[CH3:2].[CH2:23](Br)[C:24]1[CH:29]=[CH:28][CH:27]=[CH:26][CH:25]=1. (4) Given the product [Cl:10][C:11]1[N:20]=[C:19]([N:7]2[CH2:8][CH2:9][C@H:5]([NH:4][C:1](=[O:3])[CH3:2])[CH2:6]2)[C:18]2[C:13](=[CH:14][C:15]([O:24][CH3:25])=[C:16]([O:22][CH3:23])[CH:17]=2)[N:12]=1, predict the reactants needed to synthesize it. The reactants are: [C:1]([NH:4][C@H:5]1[CH2:9][CH2:8][NH:7][CH2:6]1)(=[O:3])[CH3:2].[Cl:10][C:11]1[N:20]=[C:19](Cl)[C:18]2[C:13](=[CH:14][C:15]([O:24][CH3:25])=[C:16]([O:22][CH3:23])[CH:17]=2)[N:12]=1. (5) Given the product [CH:42]([N:45]([CH2:2][C:3]1[CH:4]=[C:5]([CH:39]=[CH:40][CH:41]=1)[C:6]([NH:8][C:9]1[S:10][C:11]2[CH2:38][CH2:37][CH2:36][CH2:35][C:12]=2[C:13]=1[C:14]([NH:16][C:17]1[CH:22]=[CH:21][C:20]([CH2:23][CH2:24][C:25]2[CH:34]=[CH:33][C:28]([C:29]([O:31][CH3:32])=[O:30])=[CH:27][CH:26]=2)=[CH:19][CH:18]=1)=[O:15])=[O:7])[CH2:46][CH2:47][NH:48][CH:49]([CH3:51])[CH3:50])([CH3:44])[CH3:43], predict the reactants needed to synthesize it. The reactants are: Cl[CH2:2][C:3]1[CH:4]=[C:5]([CH:39]=[CH:40][CH:41]=1)[C:6]([NH:8][C:9]1[S:10][C:11]2[CH2:38][CH2:37][CH2:36][CH2:35][C:12]=2[C:13]=1[C:14]([NH:16][C:17]1[CH:22]=[CH:21][C:20]([CH2:23][CH2:24][C:25]2[CH:34]=[CH:33][C:28]([C:29]([O:31][CH3:32])=[O:30])=[CH:27][CH:26]=2)=[CH:19][CH:18]=1)=[O:15])=[O:7].[CH:42]([NH:45][CH2:46][CH2:47][NH:48][CH:49]([CH3:51])[CH3:50])([CH3:44])[CH3:43]. (6) Given the product [CH3:54][N:2]([CH3:1])[C:3](=[O:53])[CH2:4][C@@H:5]([NH:14][C:15]1[CH:20]=[CH:19][C:18]([S:21]([NH:24][C:25]([C:27]2[CH:32]=[CH:31][C:30]([C:33]3[CH:38]=[CH:37][C:36]([CH2:39][CH2:40][C:41]([OH:43])=[O:42])=[CH:35][C:34]=3[O:48][CH3:49])=[CH:29][CH:28]=2)=[O:26])(=[O:22])=[O:23])=[CH:17][C:16]=1[N+:50]([O-:52])=[O:51])[CH2:6][S:7][C:8]1[CH:13]=[CH:12][CH:11]=[CH:10][CH:9]=1, predict the reactants needed to synthesize it. The reactants are: [CH3:1][N:2]([CH3:54])[C:3](=[O:53])[CH2:4][C@@H:5]([NH:14][C:15]1[CH:20]=[CH:19][C:18]([S:21]([NH:24][C:25]([C:27]2[CH:32]=[CH:31][C:30]([C:33]3[CH:38]=[CH:37][C:36]([CH2:39][CH2:40][C:41]([O:43]C(C)(C)C)=[O:42])=[CH:35][C:34]=3[O:48][CH3:49])=[CH:29][CH:28]=2)=[O:26])(=[O:23])=[O:22])=[CH:17][C:16]=1[N+:50]([O-:52])=[O:51])[CH2:6][S:7][C:8]1[CH:13]=[CH:12][CH:11]=[CH:10][CH:9]=1. (7) The reactants are: [Br:1][C:2]1[CH:3]=[C:4]([C:8]([OH:10])=[O:9])[O:5][C:6]=1[Br:7].[C:11]1([CH3:17])[CH:16]=CC=C[CH:12]=1. Given the product [Br:1][C:2]1[CH:3]=[C:4]([C:8]([O:10][C:11]([CH3:17])([CH3:16])[CH3:12])=[O:9])[O:5][C:6]=1[Br:7], predict the reactants needed to synthesize it. (8) Given the product [O:30]1[CH2:31][CH2:32][CH2:33][C@H:29]1[CH2:28][NH:1][C:2]1[C:3]2[C:10]([C:11]3[CH:16]=[CH:15][CH:14]=[CH:13][CH:12]=3)=[C:9]([Br:17])[O:8][C:4]=2[N:5]=[CH:6][N:7]=1, predict the reactants needed to synthesize it. The reactants are: [NH2:1][C:2]1[C:3]2[C:10]([C:11]3[CH:16]=[CH:15][CH:14]=[CH:13][CH:12]=3)=[C:9]([Br:17])[O:8][C:4]=2[N:5]=[CH:6][N:7]=1.C1(C)C(S(O[CH2:28][C@@H:29]2[CH2:33][CH2:32][CH2:31][O:30]2)(=O)=O)=CC=CC=1.[OH-].[Na+]. (9) Given the product [CH3:1][C:2]1[CH:7]=[C:6]([CH3:8])[CH:5]=[CH:4][C:3]=1[NH:9][C:10](=[O:11])[NH:20][NH:19][C:17](=[O:18])[C:16]1[CH:15]=[CH:14][C:13]([Cl:12])=[CH:22][CH:21]=1, predict the reactants needed to synthesize it. The reactants are: [CH3:1][C:2]1[CH:7]=[C:6]([CH3:8])[CH:5]=[CH:4][C:3]=1[N:9]=[C:10]=[O:11].[Cl:12][C:13]1[CH:22]=[CH:21][C:16]([C:17]([NH:19][NH2:20])=[O:18])=[CH:15][CH:14]=1.